The task is: Regression/Classification. Given a drug SMILES string, predict its absorption, distribution, metabolism, or excretion properties. Task type varies by dataset: regression for continuous measurements (e.g., permeability, clearance, half-life) or binary classification for categorical outcomes (e.g., BBB penetration, CYP inhibition). Dataset: hlm.. This data is from Human liver microsome stability data. (1) The molecule is Cc1ccc(-n2nc(C(=O)N3CCN(C)CC3)nc2-c2ccc3c(c2)N(C2CCCC2)[C@H](C)C(=O)N3C)cc1. The result is 1 (stable in human liver microsomes). (2) The compound is COc1cc2nc(N3CCCN(C(=O)N4CCOCC4)CC3)cc(N)c2c(-c2ccccc2)c1OC. The result is 1 (stable in human liver microsomes).